Dataset: Full USPTO retrosynthesis dataset with 1.9M reactions from patents (1976-2016). Task: Predict the reactants needed to synthesize the given product. (1) Given the product [Cl:12][C:11]1[C:2]([N:18]2[CH2:17][CH2:16][N:15]([C:21]([O:23][C:24]([CH3:27])([CH3:26])[CH3:25])=[O:22])[CH2:20][CH2:19]2)=[N:3][C:4]2[C:9]([N:10]=1)=[CH:8][C:7]([C:13]#[N:14])=[CH:6][CH:5]=2, predict the reactants needed to synthesize it. The reactants are: Cl[C:2]1[C:11]([Cl:12])=[N:10][C:9]2[C:4](=[CH:5][CH:6]=[C:7]([C:13]#[N:14])[CH:8]=2)[N:3]=1.[N:15]1([C:21]([O:23][C:24]([CH3:27])([CH3:26])[CH3:25])=[O:22])[CH2:20][CH2:19][NH:18][CH2:17][CH2:16]1.O. (2) The reactants are: Cl[C:2]1[CH:3]=[C:4]([O:9][CH3:10])[CH:5]=[C:6]([Cl:8])[CH:7]=1.[Mg].CN(C)[CH:14]=[O:15]. Given the product [Cl:8][C:6]1[CH:7]=[C:2]([CH:3]=[C:4]([O:9][CH3:10])[CH:5]=1)[CH:14]=[O:15], predict the reactants needed to synthesize it. (3) Given the product [OH:2][CH2:3][CH:5]1[CH2:14][CH2:13][C:12]2[C:7](=[CH:8][CH:9]=[C:10]([N+:15]([O-:17])=[O:16])[CH:11]=2)[NH:6]1, predict the reactants needed to synthesize it. The reactants are: C[O:2][C:3]([CH:5]1[CH2:14][CH2:13][C:12]2[C:7](=[CH:8][CH:9]=[C:10]([N+:15]([O-:17])=[O:16])[CH:11]=2)[N:6]1C(C1CCCCC1)=O)=O.[Li+].[BH4-]. (4) Given the product [CH2:13]([O:20][C:21]([N:23]([CH2:2][C:3]1[CH:12]=[CH:11][C:6]([C:7]([O:9][CH3:10])=[O:8])=[CH:5][N:4]=1)[CH2:24][C:25]([O:27][CH3:28])=[O:26])=[O:22])[C:14]1[CH:15]=[CH:16][CH:17]=[CH:18][CH:19]=1, predict the reactants needed to synthesize it. The reactants are: Br[CH2:2][C:3]1[CH:12]=[CH:11][C:6]([C:7]([O:9][CH3:10])=[O:8])=[CH:5][N:4]=1.[CH2:13]([O:20][C:21]([NH:23][CH2:24][C:25]([O:27][CH3:28])=[O:26])=[O:22])[C:14]1[CH:19]=[CH:18][CH:17]=[CH:16][CH:15]=1.C([O-])([O-])=O.[K+].[K+].O. (5) Given the product [Br:24][C:12]1[S:11]/[C:10](=[CH:9]\[C:8]([C:6]2[CH:7]=[C:2]([Cl:1])[CH:3]=[CH:4][C:5]=2[O:22][CH3:23])=[O:21])/[N:14]([CH2:15][CH:16]2[CH2:17][CH2:18][CH2:19]2)[C:13]=1[CH3:20], predict the reactants needed to synthesize it. The reactants are: [Cl:1][C:2]1[CH:3]=[CH:4][C:5]([O:22][CH3:23])=[C:6]([C:8](=[O:21])/[CH:9]=[C:10]2\[S:11][CH:12]=[C:13]([CH3:20])[N:14]\2[CH2:15][CH:16]2[CH2:19][CH2:18][CH2:17]2)[CH:7]=1.[Br:24]N1C(=O)CCC1=O. (6) Given the product [N:27]1([CH2:32][CH2:33][NH:34][C:12]([C:9]2[CH:10]=[C:11]3[C:6]([CH:5]=[CH:4][N:3]([CH2:15][C:16]4[CH:21]=[CH:20][C:19]([C:22]5[N:23]=[N:24][NH:25][N:26]=5)=[CH:18][CH:17]=4)[C:2]3=[O:1])=[CH:7][CH:8]=2)=[O:13])[CH:31]=[CH:30][CH:29]=[CH:28]1, predict the reactants needed to synthesize it. The reactants are: [O:1]=[C:2]1[C:11]2[C:6](=[CH:7][CH:8]=[C:9]([C:12](O)=[O:13])[CH:10]=2)[CH:5]=[CH:4][N:3]1[CH2:15][C:16]1[CH:21]=[CH:20][C:19]([C:22]2[N:23]=[N:24][NH:25][N:26]=2)=[CH:18][CH:17]=1.[N:27]1([CH2:32][CH2:33][NH2:34])[CH:31]=[CH:30][CH:29]=[CH:28]1.